This data is from Forward reaction prediction with 1.9M reactions from USPTO patents (1976-2016). The task is: Predict the product of the given reaction. The product is: [N:1]([C@@H:4]1[C:9](=[O:10])[O:8][C@H:7]([C:11](=[O:21])[CH2:12][O:13][Si:14]([C:17]([CH3:18])([CH3:19])[CH3:20])([CH3:16])[CH3:15])[C@@H:6]2[O:22][C:23]([CH3:26])([CH3:25])[O:24][C@H:5]12)=[N+:2]=[N-:3]. Given the reactants [N:1]([C@@H:4]1[C:9](=[O:10])[O:8][C@H:7]([C@@H:11]([OH:21])[CH2:12][O:13][Si:14]([C:17]([CH3:20])([CH3:19])[CH3:18])([CH3:16])[CH3:15])[C@@H:6]2[O:22][C:23]([CH3:26])([CH3:25])[O:24][C@H:5]12)=[N+:2]=[N-:3].CC(OI1(OC(C)=O)(OC(C)=O)OC(=O)C2C=CC=CC1=2)=O, predict the reaction product.